This data is from TCR-epitope binding with 47,182 pairs between 192 epitopes and 23,139 TCRs. The task is: Binary Classification. Given a T-cell receptor sequence (or CDR3 region) and an epitope sequence, predict whether binding occurs between them. (1) The epitope is SEVGPEHSLAEY. The TCR CDR3 sequence is CASSTGVWSNQPQHF. Result: 1 (the TCR binds to the epitope). (2) The epitope is KPLEFGATSAAL. The TCR CDR3 sequence is CASSTPTSADTQYF. Result: 1 (the TCR binds to the epitope). (3) The epitope is GLIYNRMGAVTTEV. The TCR CDR3 sequence is CASSLGSGVSNYGYTF. Result: 1 (the TCR binds to the epitope). (4) The epitope is MPASWVMRI. The TCR CDR3 sequence is CASSSNEQFF. Result: 1 (the TCR binds to the epitope). (5) The epitope is HSKKKCDEL. The TCR CDR3 sequence is CAISVSGRSTDTQYF. Result: 1 (the TCR binds to the epitope).